The task is: Predict which catalyst facilitates the given reaction.. This data is from Catalyst prediction with 721,799 reactions and 888 catalyst types from USPTO. (1) The catalyst class is: 337. Product: [C:22]1([C:20]#[C:21][C:2]2[CH:3]=[C:4]([C@H:8]3[C@H:12]([C:13]4[CH:14]=[N:15][CH:16]=[CH:17][CH:18]=4)[O:11][C:10](=[O:19])[NH:9]3)[CH:5]=[CH:6][CH:7]=2)[CH:27]=[CH:26][CH:25]=[CH:24][CH:23]=1. Reactant: Br[C:2]1[CH:3]=[C:4]([C@H:8]2[C@H:12]([C:13]3[CH:14]=[N:15][CH:16]=[CH:17][CH:18]=3)[O:11][C:10](=[O:19])[NH:9]2)[CH:5]=[CH:6][CH:7]=1.[C:20]([C:22]1[CH:27]=[CH:26][CH:25]=[CH:24][CH:23]=1)#[CH:21].C1(P(C2C=CC=CC=2)C2C=CC=CC=2)C=CC=CC=1. (2) Reactant: [CH3:1][O:2][C:3](=[O:27])[CH2:4][C:5]1[CH:10]=[CH:9][CH:8]=[C:7]([O:11][C:12]2[CH:17]=[CH:16][C:15]([C:18]([F:21])([F:20])[F:19])=[CH:14][C:13]=2[CH:22](OC)[O:23]C)[CH:6]=1.Cl.CCOC(C)=O.O. Product: [CH3:1][O:2][C:3](=[O:27])[CH2:4][C:5]1[CH:10]=[CH:9][CH:8]=[C:7]([O:11][C:12]2[CH:17]=[CH:16][C:15]([C:18]([F:19])([F:21])[F:20])=[CH:14][C:13]=2[CH:22]=[O:23])[CH:6]=1. The catalyst class is: 1. (3) Reactant: [Cl-].[Al+3].[Cl-].[Cl-].C[O:6][C:7]1[CH:12]=[CH:11][CH:10]=[C:9]([O:13][CH3:14])[CH:8]=1.[F:15][C:16]1[CH:24]=[C:23]([F:25])[CH:22]=[CH:21][C:17]=1[C:18](Cl)=[O:19].Cl. Product: [F:15][C:16]1[CH:24]=[C:23]([F:25])[CH:22]=[CH:21][C:17]=1[C:18]([C:12]1[CH:11]=[CH:10][C:9]([O:13][CH3:14])=[CH:8][C:7]=1[OH:6])=[O:19]. The catalyst class is: 26. (4) Reactant: C(O[C:5](=[O:7])[CH3:6])(=O)C.[Cl:8][C:9]1[CH:10]=[C:11]([C:15]#[C:16][C:17]2[CH:18]=[CH:19][C:20]([F:24])=[C:21]([NH2:23])[CH:22]=2)[CH:12]=[N:13][CH:14]=1. Product: [Cl:8][C:9]1[CH:10]=[C:11]([C:15]#[C:16][C:17]2[CH:18]=[CH:19][C:20]([F:24])=[C:21]([NH:23][C:5](=[O:7])[CH3:6])[CH:22]=2)[CH:12]=[N:13][CH:14]=1. The catalyst class is: 17. (5) Reactant: S1[CH2:6][CH:5]=[C:4]([C:7]2[C:8]([NH2:19])=[CH:9][C:10]([N:13]3[CH2:18][CH2:17][O:16][CH2:15][CH2:14]3)=[N:11][CH:12]=2)[CH2:3][CH2:2]1.CO.O[O:23][S:24]([O-:26])=O.[K+]. Product: [O:23]=[S:24]1(=[O:26])[CH2:2][CH:3]=[C:4]([C:7]2[C:8]([NH2:19])=[CH:9][C:10]([N:13]3[CH2:14][CH2:15][O:16][CH2:17][CH2:18]3)=[N:11][CH:12]=2)[CH2:5][CH2:6]1. The catalyst class is: 6. (6) Product: [CH:6]1([NH:12][C:13]2[CH:22]=[C:21]3[C:16]([C:17](=[O:38])[N:18]([CH2:29][CH2:30][N:31]([CH2:32][C:33]([O:35][CH2:36][CH3:37])=[O:34])[C:48]([S:50][CH3:47])=[S:49])[C:19](=[O:28])[N:20]3[CH:23]3[CH2:27][CH2:26][CH2:25][CH2:24]3)=[CH:15][C:14]=2[F:39])[CH2:11][CH2:10][CH2:9][CH2:8][CH2:7]1. The catalyst class is: 6. Reactant: CN(C=O)C.[CH:6]1([NH:12][C:13]2[CH:22]=[C:21]3[C:16]([C:17](=[O:38])[N:18]([CH2:29][CH2:30][NH:31][CH2:32][C:33]([O:35][CH2:36][CH3:37])=[O:34])[C:19](=[O:28])[N:20]3[CH:23]3[CH2:27][CH2:26][CH2:25][CH2:24]3)=[CH:15][C:14]=2[F:39])[CH2:11][CH2:10][CH2:9][CH2:8][CH2:7]1.C(=O)([O-])[O-].[K+].[K+].I[CH3:47].[C:48](=[S:50])=[S:49]. (7) Reactant: [CH2:1]([O:4]/[N:5]=[C:6](/[C:8]1[CH:13]=[C:12]([CH3:14])[C:11]([O:15]C)=[CH:10][C:9]=1[CH3:17])\[CH3:7])[CH2:2][CH3:3].B(Br)(Br)Br. Product: [CH2:1]([O:4]/[N:5]=[C:6](/[C:8]1[CH:13]=[C:12]([CH3:14])[C:11]([OH:15])=[CH:10][C:9]=1[CH3:17])\[CH3:7])[CH2:2][CH3:3]. The catalyst class is: 46. (8) Reactant: Cl.[NH:2]=[C:3]1[CH2:7][CH2:6][CH2:5][NH:4]1.Br[CH2:9][C:10]([C:12]1[CH:17]=[CH:16][CH:15]=[CH:14][CH:13]=1)=O.C(=O)([O-])[O-].[Na+].[Na+].O. Product: [C:12]1([C:10]2[N:2]=[C:3]3[CH2:7][CH2:6][CH2:5][N:4]3[CH:9]=2)[CH:17]=[CH:16][CH:15]=[CH:14][CH:13]=1. The catalyst class is: 9. (9) Reactant: [NH:1]([C:8]1[CH:16]=[CH:15][C:11]([C:12]([OH:14])=[O:13])=[CH:10][C:9]=1[N+:17]([O-])=O)[C:2]1[CH:7]=[CH:6][CH:5]=[CH:4][CH:3]=1. Product: [NH2:17][C:9]1[CH:10]=[C:11]([CH:15]=[CH:16][C:8]=1[NH:1][C:2]1[CH:3]=[CH:4][CH:5]=[CH:6][CH:7]=1)[C:12]([OH:14])=[O:13]. The catalyst class is: 123.